Dataset: Catalyst prediction with 721,799 reactions and 888 catalyst types from USPTO. Task: Predict which catalyst facilitates the given reaction. (1) Reactant: [Cl:1][C:2]1[N:6]2[CH:7]=[C:8](C3C=COC=3)[CH:9]=[C:10]([C:11]([F:14])([F:13])[F:12])[C:5]2=[N:4][C:3]=1[C:20]([OH:22])=O.O[N:24]=[C:25]([C:27]1[CH:32]=[CH:31][CH:30]=[CH:29][CH:28]=1)[NH2:26].CN([C:36]([O:40]N1N=NC2C=CC=NC1=2)=[N+](C)C)C.F[P-](F)(F)(F)(F)F.C(N(CC)[CH:61]([CH3:63])[CH3:62])(C)C. Product: [Cl:1][C:2]1[N:6]2[CH:7]=[C:8]([C:36]3[O:40][CH:62]=[CH:61][CH:63]=3)[CH:9]=[C:10]([C:11]([F:13])([F:12])[F:14])[C:5]2=[N:4][C:3]=1[C:20]1[O:22][N:26]=[C:25]([C:27]2[CH:32]=[CH:31][CH:30]=[CH:29][CH:28]=2)[N:24]=1. The catalyst class is: 31. (2) Reactant: [CH3:1][O:2][C:3](=[O:28])[CH2:4][CH2:5][CH2:6][CH2:7][CH2:8][CH2:9][N:10]1[C:19]2[C:14]([C:15](=[O:21])[NH:16][C:17](=[O:20])[N:18]=2)=[N:13][C:12]2[CH:22]=[C:23]([CH3:27])[C:24]([CH3:26])=[CH:25][C:11]1=2.CI.[C:31]([O-])([O-])=O.[K+].[K+]. Product: [CH3:1][O:2][C:3](=[O:28])[CH2:4][CH2:5][CH2:6][CH2:7][CH2:8][CH2:9][N:10]1[C:19]2[C:14]([C:15](=[O:21])[N:16]([CH3:31])[C:17](=[O:20])[N:18]=2)=[N:13][C:12]2[CH:22]=[C:23]([CH3:27])[C:24]([CH3:26])=[CH:25][C:11]1=2. The catalyst class is: 3. (3) Reactant: C[O:2][C:3](=O)[C:4]1[CH:9]=[CH:8][C:7]([Cl:10])=[CH:6][C:5]=1[NH:11][C:12](=[O:17])[C:13]([CH3:16])([CH3:15])[CH3:14].[BH4-].[Na+].Cl. Product: [Cl:10][C:7]1[CH:8]=[CH:9][C:4]([CH2:3][OH:2])=[C:5]([NH:11][C:12](=[O:17])[C:13]([CH3:14])([CH3:15])[CH3:16])[CH:6]=1. The catalyst class is: 40.